This data is from Reaction yield outcomes from USPTO patents with 853,638 reactions. The task is: Predict the reaction yield, written as a fraction of the theoretical maximum amount of product (1.0 means a 100% yield; for example, 0.34 means a 34% yield). (1) The reactants are [NH2:1][C:2]1[CH:7]=[CH:6][C:5]([OH:8])=[CH:4][CH:3]=1.C(N(CC)CC)C.[C:16](Cl)(=[O:23])[C:17]1[CH:22]=[CH:21][CH:20]=[CH:19][CH:18]=1. The catalyst is CN(C=O)C. The product is [OH:8][C:5]1[CH:6]=[CH:7][C:2]([NH:1][C:16](=[O:23])[C:17]2[CH:22]=[CH:21][CH:20]=[CH:19][CH:18]=2)=[CH:3][CH:4]=1. The yield is 0.960. (2) The reactants are [CH3:1][C:2]1([CH3:9])[O:6][CH:5]([CH2:7][OH:8])[CH2:4][O:3]1.[H-].[Na+].[Cl:12][C:13]1[N:14]=[N:15][C:16]([Cl:20])=[CH:17][C:18]=1Cl. The catalyst is C1COCC1. The product is [Cl:12][C:13]1[N:14]=[N:15][C:16]([Cl:20])=[CH:17][C:18]=1[O:8][CH2:7][CH:5]1[CH2:4][O:3][C:2]([CH3:9])([CH3:1])[O:6]1. The yield is 0.630. (3) The reactants are NC(=N[O:13][C:14](=O)[C:15]1[CH:20]=[CH:19][CH:18]=[C:17]([Cl:21])[CH:16]=1)CP(=O)(OCC)OCC.[C:23]([O:27][C:28]([N:30]1[CH2:35][CH2:34][C:33](=[C:36]([C:39]([NH2:42])=[N:40][OH:41])[CH2:37][CH3:38])[CH2:32][CH2:31]1)=[O:29])([CH3:26])([CH3:25])[CH3:24]. No catalyst specified. The product is [C:23]([O:27][C:28]([N:30]1[CH2:35][CH2:34][C:33](=[C:36]([C:39]([NH2:42])=[N:40][O:41][C:14](=[O:13])[C:15]2[CH:20]=[CH:19][CH:18]=[C:17]([Cl:21])[CH:16]=2)[CH2:37][CH3:38])[CH2:32][CH2:31]1)=[O:29])([CH3:24])([CH3:25])[CH3:26]. The yield is 0.236.